From a dataset of Catalyst prediction with 721,799 reactions and 888 catalyst types from USPTO. Predict which catalyst facilitates the given reaction. (1) Reactant: C(OP([CH2:9][C:10]([O:12][CH2:13][CH3:14])=[O:11])(OCC)=O)C.[H-].[Na+].[CH3:17][C:18]1[CH:19]=[C:20]([CH:23]=[CH:24][CH:25]=1)[CH:21]=O.Cl. Product: [CH3:17][C:18]1[CH:19]=[C:20]([CH:21]=[CH:9][C:10]([O:12][CH2:13][CH3:14])=[O:11])[CH:23]=[CH:24][CH:25]=1. The catalyst class is: 3. (2) Reactant: C(O[BH-](OC(=O)C)OC(=O)C)(=O)C.[Na+].[C:15]([O:19][C:20]([N:22]1[CH2:27][CH2:26][CH:25]([NH2:28])[CH2:24][CH2:23]1)=[O:21])([CH3:18])([CH3:17])[CH3:16].[Cl:29][C:30]1[S:31][C:32]([CH:36]=O)=[C:33]([Cl:35])[N:34]=1.C(O)(=O)C.[OH-].[Na+]. Product: [C:15]([O:19][C:20]([N:22]1[CH2:27][CH2:26][CH:25]([NH:28][CH2:36][C:32]2[S:31][C:30]([Cl:29])=[N:34][C:33]=2[Cl:35])[CH2:24][CH2:23]1)=[O:21])([CH3:18])([CH3:16])[CH3:17]. The catalyst class is: 26. (3) Reactant: [F:1][C:2]([F:21])([C:11]1[CH:16]=[C:15]([N+:17]([O-:19])=[O:18])[CH:14]=[C:13]([OH:20])[CH:12]=1)[C:3]1[CH:4]=[C:5]([CH:8]=[CH:9][CH:10]=1)[C:6]#[N:7].Br[CH2:23][CH:24]([CH3:26])[CH3:25].C([O-])([O-])=O.[K+].[K+]. Product: [F:1][C:2]([F:21])([C:11]1[CH:16]=[C:15]([N+:17]([O-:19])=[O:18])[CH:14]=[C:13]([O:20][CH2:23][CH:24]([CH3:26])[CH3:25])[CH:12]=1)[C:3]1[CH:4]=[C:5]([CH:8]=[CH:9][CH:10]=1)[C:6]#[N:7]. The catalyst class is: 3.